This data is from Experimentally validated miRNA-target interactions with 360,000+ pairs, plus equal number of negative samples. The task is: Binary Classification. Given a miRNA mature sequence and a target amino acid sequence, predict their likelihood of interaction. (1) The miRNA is hsa-miR-6878-3p with sequence CUGGCCUCUUCUUUCUCCUAG. The protein sequence of the target gene is MSNGYRTLSQHLNDLKKENFSLKLRIYFLEERMQQKYEVSREDVYKRNIELKVEVESLKRELQDRKQHLDKTWADAEDLNSQNEAELRRQVEERQQETEHVYELLGNKIQLLQEEPRLAKNEATEMETLVEAEKRCNLELSERWTNAAKNREDAAGDQEKPDQYSEALAQRDRRIEELRQSLAAQEGLVEQLSQEKRQLLHLLEEPASMEVQPVPKGLPTQQKPDLHETPTTQPPVSESHLAELQDKIQQTEATNKILQEKLNDLSCELKSAQESSQKQDTTIQSLKEMLKSRESETEEL.... Result: 0 (no interaction). (2) The protein sequence of the target gene is MDPKAGGGGEEDDCVDSGAETGGSDYSHLSSTSSELSVEEAQDPFLVSIHIIADPGESQPLQEAIDNVLAWIHPDLPLFRVSERRASRRRRKPPKGAQPALAVVLFLQEEYGEEQILQLHRTLQQPPWRHHHTEQVHGRFLPYLPCSQDFFTLAPGTPLWAIRPVHYGKEIVRFTVYCRYDNYADSLRFYQLILRRSPSQKKADFCIFPIFSNLDVDIQFSLKRLPCDQCPVPTDSSVLEFRVRDIGELVPLLPNPCSPISEGRWQTEDHDGNKILLQAQRVHKKFPKPGRVHHASEKKR.... The miRNA is mmu-miR-7211-5p with sequence UCUUUCCCUCUGCCACUCCACC. Result: 0 (no interaction). (3) The miRNA is hsa-miR-6751-5p with sequence UUGGGGGUGAGGUUGGUGUCUGG. The protein sequence of the target gene is MKAGCSIVEKPEGGGGYQFPDWAYKAESSPGSRQIQLWHFILELLQKEEFRHVIAWQQGEYGEFVIKDPDEVARLWGRRKCKPQMNYDKLSRALRYYYNKRILHKTKGKRFTYKFNFNKLVMPNYPFINIRSSGVVPQSAPPVPTASSRFHFPPLDSHSPTGDVQPGRFSASSLSASGPESGVTTDRKVEPSDLEDGSASDWHRGMDFMPSRNALGGGAVGHQKRKPDILLPLFTRPAMYPDPHSPFAISPVPGRGGVLNVPISPALSLTPTMFSYSPSPGLSPFTSSSCFSFNPEEMKH.... Result: 0 (no interaction).